Predict the product of the given reaction. From a dataset of Forward reaction prediction with 1.9M reactions from USPTO patents (1976-2016). (1) Given the reactants C[O:2][C:3]([CH:5]1[CH2:10][CH2:9][N:8]([C:11]2[C:16]([NH:17][C:18](=[O:26])[C:19]3[CH:24]=[CH:23][CH:22]=[C:21]([Cl:25])[CH:20]=3)=[CH:15][C:14]([Cl:27])=[CH:13][N:12]=2)[CH2:7][CH2:6]1)=[O:4].O.[OH-].[Na+], predict the reaction product. The product is: [Cl:27][C:14]1[CH:15]=[C:16]([NH:17][C:18](=[O:26])[C:19]2[CH:24]=[CH:23][CH:22]=[C:21]([Cl:25])[CH:20]=2)[C:11]([N:8]2[CH2:9][CH2:10][CH:5]([C:3]([OH:4])=[O:2])[CH2:6][CH2:7]2)=[N:12][CH:13]=1. (2) Given the reactants C(C1CN([O:14][CH2:15][C:16]2[CH:39]=[CH:38][C:19]([O:20][CH2:21][C:22]3[N:23]=[C:24]([C:28]4[CH:29]=[C:30]([CH:35]=[CH:36][CH:37]=4)[C:31]([O:33][CH3:34])=[O:32])[O:25][C:26]=3[CH3:27])=[C:18]([O:40][CH3:41])[CH:17]=2)N(C2C=CC=CC=2)C=1)=O.[CH2:42]([P:51](=[O:58])([O:55][CH2:56][CH3:57])[O:52][CH2:53][CH3:54])P(=O)(OCC)OCC.[CH3:59][N:60]([CH3:63])C=O.[H-].[Na+], predict the reaction product. The product is: [CH2:56]([O:55][P:51](/[CH:42]=[CH:27]/[C:26]1[C:22]([O:14][CH2:15][C:16]2[CH:39]=[CH:38][C:19]([O:20][CH2:21][C:22]3[N:23]=[C:24]([C:28]4[CH:29]=[C:30]([CH:35]=[CH:36][CH:37]=4)[C:31]([O:33][CH3:34])=[O:32])[O:25][C:26]=3[CH3:27])=[C:18]([O:40][CH3:41])[CH:17]=2)=[N:23][N:60]([C:63]2[CH:38]=[CH:39][CH:16]=[CH:17][CH:18]=2)[CH:59]=1)([O:52][CH2:53][CH3:54])=[O:58])[CH3:57]. (3) Given the reactants [CH3:1][O:2][C:3]1[CH:8]=[CH:7][C:6]([C:9]2[N:14]3[N:15]=[C:16]([NH:18][C:19]4[CH:28]=[CH:27][C:22]([O:23][CH2:24][CH2:25][OH:26])=[CH:21][CH:20]=4)[N:17]=[C:13]3[CH:12]=[CH:11][CH:10]=2)=[CH:5][CH:4]=1.C(N(CC)CC)C.[CH3:36][S:37](Cl)(=[O:39])=[O:38], predict the reaction product. The product is: [CH3:1][O:2][C:3]1[CH:4]=[CH:5][C:6]([C:9]2[N:14]3[N:15]=[C:16]([NH:18][C:19]4[CH:28]=[CH:27][C:22]([O:23][CH2:24][CH2:25][O:26][S:37]([CH3:36])(=[O:39])=[O:38])=[CH:21][CH:20]=4)[N:17]=[C:13]3[CH:12]=[CH:11][CH:10]=2)=[CH:7][CH:8]=1. (4) Given the reactants [Br:1][C:2]1[CH:3]=[N:4][N:5]2[CH:10]=[CH:9][C:8]([N:11]3[CH2:16][CH2:15][NH:14][CH2:13][CH2:12]3)=[N:7][C:6]=12.[CH:17]([O:20][C:21](Cl)=[O:22])([CH3:19])[CH3:18].C1(C)C=CC=CC=1.C(N(CC)CC)C, predict the reaction product. The product is: [Br:1][C:2]1[CH:3]=[N:4][N:5]2[CH:10]=[CH:9][C:8]([N:11]3[CH2:16][CH2:15][N:14]([C:21]([O:20][CH:17]([CH3:19])[CH3:18])=[O:22])[CH2:13][CH2:12]3)=[N:7][C:6]=12. (5) Given the reactants [Cl:1][C:2]1[CH:7]=[C:6](N)[C:5]([C:9]2[CH:14]=[CH:13][CH:12]=[CH:11][C:10]=2[O:15]C)=[CH:4][N:3]=1.S(=O)(=O)(O)O.C(ON=O)(C)(C)C, predict the reaction product. The product is: [Cl:1][C:2]1[N:3]=[CH:4][C:5]2[C:9]3[CH:14]=[CH:13][CH:12]=[CH:11][C:10]=3[O:15][C:6]=2[CH:7]=1.